The task is: Predict the product of the given reaction.. This data is from Forward reaction prediction with 1.9M reactions from USPTO patents (1976-2016). (1) Given the reactants [NH:1]1[CH2:4][CH2:3][C@H:2]1[CH2:5][O:6][C:7]1[CH:8]=[C:9]([C:13]2[CH:14]=[C:15]([CH2:19][C@@H:20]([OH:28])[CH2:21][C:22]3[CH:27]=[CH:26][CH:25]=[CH:24][CH:23]=3)[CH:16]=[CH:17][CH:18]=2)[CH:10]=[N:11][CH:12]=1.[ClH:29], predict the reaction product. The product is: [ClH:29].[NH:1]1[CH2:4][CH2:3][C@H:2]1[CH2:5][O:6][C:7]1[CH:8]=[C:9]([C:13]2[CH:14]=[C:15]([CH2:19][C@@H:20]([OH:28])[CH2:21][C:22]3[CH:27]=[CH:26][CH:25]=[CH:24][CH:23]=3)[CH:16]=[CH:17][CH:18]=2)[CH:10]=[N:11][CH:12]=1. (2) Given the reactants [Cl:1][C:2]1[CH:3]=[C:4]2[C:9](=[CH:10][C:11]=1[O:12][CH3:13])[N+:8]([O-])=[CH:7][CH:6]=[CH:5]2.C[Si]([C:19]#[N:20])(C)C, predict the reaction product. The product is: [Cl:1][C:2]1[CH:3]=[C:4]2[C:9](=[CH:10][C:11]=1[O:12][CH3:13])[N:8]=[C:7]([C:19]#[N:20])[CH:6]=[CH:5]2. (3) Given the reactants [Br:1][C:2]1[C:3]([NH:21][S:22]([CH3:25])(=[O:24])=[O:23])=[CH:4][C:5]2[O:9][C:8]([C:10]3[CH:15]=[CH:14][C:13]([F:16])=[CH:12][CH:11]=3)=[C:7]([C:17](O)=[O:18])[C:6]=2[CH:20]=1.C1C=CC2N(O)N=[N:32][C:30]=2C=1.CCN=C=NCCCN(C)C.CN, predict the reaction product. The product is: [CH3:30][NH:32][C:17]([C:7]1[C:6]2[CH:20]=[C:2]([Br:1])[C:3]([NH:21][S:22]([CH3:25])(=[O:24])=[O:23])=[CH:4][C:5]=2[O:9][C:8]=1[C:10]1[CH:15]=[CH:14][C:13]([F:16])=[CH:12][CH:11]=1)=[O:18]. (4) The product is: [Cl:11][C:9]1[CH:10]=[C:2]2[C:3]([C:4]([N:28]3[CH2:29][CH2:30][N:25]([C:22](=[O:24])[CH3:23])[CH2:26][CH2:27]3)=[N:6][C:15]([C:14]3[CH:18]=[CH:19][CH:20]=[CH:21][C:13]=3[Cl:12])=[N:1]2)=[CH:7][CH:8]=1. Given the reactants [NH2:1][C:2]1[CH:10]=[C:9]([Cl:11])[CH:8]=[CH:7][C:3]=1[C:4]([NH2:6])=O.[Cl:12][C:13]1[CH:21]=[CH:20][CH:19]=[CH:18][C:14]=1[C:15](Cl)=O.[C:22]([N:25]1[CH2:30][CH2:29][NH:28][CH2:27][CH2:26]1)(=[O:24])[CH3:23], predict the reaction product. (5) Given the reactants [CH3:1][O:2][C:3]([CH:5]1[C:10](=[O:11])[C:9]([CH3:13])([CH3:12])[CH2:8][N:7]([C:14]([O:16]C(C)(C)C)=O)[CH2:6]1)=[O:4].Cl.C(N(CC)CC)C.[F:29][C:30]1[CH:38]=[CH:37][C:33](C(Cl)=O)=[CH:32][CH:31]=1, predict the reaction product. The product is: [CH3:1][O:2][C:3]([CH:5]1[C:10](=[O:11])[C:9]([CH3:12])([CH3:13])[CH2:8][N:7]([C:14](=[O:16])[C:33]2[CH:37]=[CH:38][C:30]([F:29])=[CH:31][CH:32]=2)[CH2:6]1)=[O:4].